This data is from Reaction yield outcomes from USPTO patents with 853,638 reactions. The task is: Predict the reaction yield, written as a fraction of the theoretical maximum amount of product (1.0 means a 100% yield; for example, 0.34 means a 34% yield). (1) The reactants are [ClH:1].[CH3:2][N:3]([CH3:15])[CH2:4][CH2:5][CH2:6][C:7]1[CH:8]=[C:9]([NH2:14])[C:10]([CH3:13])=[N:11][CH:12]=1.C(#N)C.Cl.[Cl:20][C:21]([NH2:23])=[NH:22]. The catalyst is C(O)(=O)C. The product is [ClH:20].[ClH:1].[ClH:20].[CH3:15][N:3]([CH3:2])[CH2:4][CH2:5][CH2:6][C:7]1[CH:8]=[C:9]([NH:14][C:21]([NH2:23])=[NH:22])[C:10]([CH3:13])=[N:11][CH:12]=1. The yield is 0.850. (2) The reactants are [CH:1]([CH:3]=[CH2:4])=[O:2].[F:5][C:6]([Si](C)(C)C)([F:8])[F:7].CCCC[N+](CCCC)(CCCC)CCCC.[F-].Br[CH2:32][C:33]([O:35][C:36]([CH3:39])([CH3:38])[CH3:37])=[O:34].[OH-].[Na+]. The catalyst is S([O-])(O)(=O)=O.C([N+](CCCC)(CCCC)CCCC)CCC.CCCC[N+](CCCC)(CCCC)CCCC.[F-].C(OC)(C)(C)C.O.C1COCC1.C1(C)C=CC=CC=1. The product is [F:5][C:6]([F:8])([F:7])[CH:1]([O:2][CH2:32][C:33]([O:35][C:36]([CH3:39])([CH3:38])[CH3:37])=[O:34])[CH:3]=[CH2:4]. The yield is 0.945. (3) The reactants are [N+:1]([C:4]1[CH:5]=[C:6]([N:19]2[CH2:24][CH2:23][N:22]([C:25]([O:27][C:28]([CH3:31])([CH3:30])[CH3:29])=[O:26])[CH2:21][CH2:20]2)[CH:7]=[CH:8][C:9]=1[S:10]([C:13]1[CH:18]=[CH:17][CH:16]=[CH:15][CH:14]=1)(=[O:12])=[O:11])([O-])=O.O.NN. The catalyst is CCO.C1COCC1.[Ni]. The product is [NH2:1][C:4]1[CH:5]=[C:6]([N:19]2[CH2:20][CH2:21][N:22]([C:25]([O:27][C:28]([CH3:31])([CH3:30])[CH3:29])=[O:26])[CH2:23][CH2:24]2)[CH:7]=[CH:8][C:9]=1[S:10]([C:13]1[CH:14]=[CH:15][CH:16]=[CH:17][CH:18]=1)(=[O:11])=[O:12]. The yield is 0.990. (4) The reactants are Br[CH2:2][CH2:3][O:4][Si:5]([C:8]([CH3:11])([CH3:10])[CH3:9])([CH3:7])[CH3:6].[Br:12][C:13]1[CH:14]=[C:15]([NH:21][C:22]2[CH:27]=[CH:26][C:25]([N:28]3[CH2:33][CH2:32][NH:31][CH2:30][CH2:29]3)=[CH:24][N:23]=2)[C:16](=[O:20])[N:17]([CH3:19])[CH:18]=1. The catalyst is CC#N. The product is [Br:12][C:13]1[CH:14]=[C:15]([NH:21][C:22]2[CH:27]=[CH:26][C:25]([N:28]3[CH2:33][CH2:32][N:31]([CH2:2][CH2:3][O:4][Si:5]([C:8]([CH3:11])([CH3:10])[CH3:9])([CH3:7])[CH3:6])[CH2:30][CH2:29]3)=[CH:24][N:23]=2)[C:16](=[O:20])[N:17]([CH3:19])[CH:18]=1. The yield is 0.900. (5) The reactants are C([O:8][C:9]1[C:14]([CH2:15][N:16]2[CH2:25][CH2:24][C:23]3[C:18](=[C:19]([Cl:35])[C:20]([O:27][C@@H:28]4[CH2:32][C@H:31]([CH2:33][OH:34])[O:30][CH2:29]4)=[CH:21][C:22]=3[Cl:26])[C:17]2=[O:36])=[C:13]([CH3:37])[CH:12]=[C:11]([CH3:38])[N:10]=1)C1C=CC=CC=1. The catalyst is FC(F)(F)C(O)=O. The product is [Cl:26][C:22]1[CH:21]=[C:20]([O:27][C@@H:28]2[CH2:32][C@H:31]([CH2:33][OH:34])[O:30][CH2:29]2)[C:19]([Cl:35])=[C:18]2[C:23]=1[CH2:24][CH2:25][N:16]([CH2:15][C:14]1[C:9](=[O:8])[NH:10][C:11]([CH3:38])=[CH:12][C:13]=1[CH3:37])[C:17]2=[O:36]. The yield is 0.400.